Dataset: Forward reaction prediction with 1.9M reactions from USPTO patents (1976-2016). Task: Predict the product of the given reaction. (1) Given the reactants [F:1][C:2]1[N:6]([C:7]2[CH:15]=[CH:14][C:10]([C:11](O)=[O:12])=[CH:9][CH:8]=2)[N:5]=[CH:4][CH:3]=1.C(Cl)(=O)OCC(C)C.[BH4-].[Na+].Cl, predict the reaction product. The product is: [F:1][C:2]1[N:6]([C:7]2[CH:15]=[CH:14][C:10]([CH2:11][OH:12])=[CH:9][CH:8]=2)[N:5]=[CH:4][CH:3]=1. (2) Given the reactants [Br:1][C:2]1[S:6][C:5]([C:7](OCC)=[O:8])=[N:4][C:3]=1[CH2:12][CH:13]1[CH2:18][CH2:17][CH2:16][CH2:15][CH2:14]1.O.[NH2:20][NH2:21], predict the reaction product. The product is: [Br:1][C:2]1[S:6][C:5]([C:7]([NH:20][NH2:21])=[O:8])=[N:4][C:3]=1[CH2:12][CH:13]1[CH2:18][CH2:17][CH2:16][CH2:15][CH2:14]1. (3) Given the reactants [OH:1][C:2]1[CH:10]=[CH:9][C:8]([C:11]2[N:12]([C:27]([O:29][C:30]([CH3:33])([CH3:32])[CH3:31])=[O:28])[C:13]3[C:18]([CH:19]=2)=[CH:17][C:16]([CH2:20][N:21]2[CH2:26][CH2:25][CH2:24][CH2:23][CH2:22]2)=[CH:15][CH:14]=3)=[C:7]2[C:3]=1[CH2:4][NH:5][C:6]2=[O:34].C(N(CC)CC)C.[C:42]([C:46]1[CH:51]=[CH:50][C:49]([S:52](Cl)(=[O:54])=[O:53])=[CH:48][CH:47]=1)([CH3:45])([CH3:44])[CH3:43], predict the reaction product. The product is: [C:42]([C:46]1[CH:51]=[CH:50][C:49]([S:52]([O:1][C:2]2[CH:10]=[CH:9][C:8]([C:11]3[N:12]([C:27]([O:29][C:30]([CH3:31])([CH3:33])[CH3:32])=[O:28])[C:13]4[C:18]([CH:19]=3)=[CH:17][C:16]([CH2:20][N:21]3[CH2:26][CH2:25][CH2:24][CH2:23][CH2:22]3)=[CH:15][CH:14]=4)=[C:7]3[C:3]=2[CH2:4][NH:5][C:6]3=[O:34])(=[O:54])=[O:53])=[CH:48][CH:47]=1)([CH3:45])([CH3:43])[CH3:44]. (4) Given the reactants Br[C:2]1[CH:3]=[C:4]2[C:8](=[C:9]([C:11]([F:14])([F:13])[F:12])[CH:10]=1)[C:7](=[O:15])[N:6]([CH2:16][C:17]1[CH:22]=[CH:21][C:20]([O:23][C:24]([F:27])([F:26])[F:25])=[CH:19][CH:18]=1)[CH2:5]2.[CH3:28][N:29]([CH3:33])[CH2:30][CH2:31][OH:32].C([O-])([O-])=O.[Cs+].[Cs+].C(Cl)(Cl)Cl.CO, predict the reaction product. The product is: [CH3:28][N:29]([CH3:33])[CH2:30][CH2:31][O:32][C:2]1[CH:3]=[C:4]2[C:8](=[C:9]([C:11]([F:14])([F:13])[F:12])[CH:10]=1)[C:7](=[O:15])[N:6]([CH2:16][C:17]1[CH:22]=[CH:21][C:20]([O:23][C:24]([F:27])([F:26])[F:25])=[CH:19][CH:18]=1)[CH2:5]2. (5) Given the reactants [C:1]1([C@H:11]([NH:13][CH2:14]/[CH:15]=[CH:16]/[C:17]2[CH:22]=[CH:21][CH:20]=[C:19]([C:23]([F:26])([F:25])[F:24])[CH:18]=2)[CH3:12])[C:10]2[C:5](=[CH:6][CH:7]=[CH:8][CH:9]=2)[CH:4]=[CH:3][CH:2]=1.C(O)=O, predict the reaction product. The product is: [CH3:12][C@@H:11]([NH:13][CH2:14][CH2:15][CH2:16][C:17]1[CH:22]=[CH:21][CH:20]=[C:19]([C:23]([F:24])([F:25])[F:26])[CH:18]=1)[C:1]1[CH:2]=[CH:3][CH:4]=[C:5]2[CH:6]=[CH:7][CH:8]=[CH:9][C:10]=12. (6) Given the reactants [Cl:1][C:2]1[C:6]([N:7]2[CH2:11][CH2:10][CH2:9][C:8]2=[O:12])=[CH:5][N:4]([C:13]2[CH:14]=[N:15][CH:16]=[CH:17][CH:18]=2)[N:3]=1.F[C:20](F)(F)S(O[Si](C)(C)C)(=O)=O.[I-].CC(=[NH2+])C.Cl.[OH-].[Na+], predict the reaction product. The product is: [Cl:1][C:2]1[C:6]([N:7]2[CH2:11][CH2:10][C:9](=[CH2:20])[C:8]2=[O:12])=[CH:5][N:4]([C:13]2[CH:14]=[N:15][CH:16]=[CH:17][CH:18]=2)[N:3]=1.